This data is from Forward reaction prediction with 1.9M reactions from USPTO patents (1976-2016). The task is: Predict the product of the given reaction. (1) Given the reactants [Br:1][C:2]1[CH:6]=[CH:5][O:4][C:3]=1[CH:7]=[O:8].[CH2:9](O)[CH2:10][OH:11].C([O-])(O)=O.[Na+], predict the reaction product. The product is: [Br:1][C:2]1[CH:6]=[CH:5][O:4][C:3]=1[CH:7]1[O:11][CH2:10][CH2:9][O:8]1. (2) Given the reactants [OH:1][C:2]1[C:3]([C:10]([OH:12])=O)=[N:4][CH:5]=[CH:6][C:7]=1[O:8][CH3:9].CN(C(ON1N=NC2C=CC=NC1=2)=[N+](C)C)C.F[P-](F)(F)(F)(F)F.CN1CCOCC1.[NH2:44][C@H:45]1[CH2:53][O:52][CH2:51][C@H:50]([CH2:54][C:55]2[CH:60]=[CH:59][C:58]([CH3:61])=[CH:57][CH:56]=2)[C@@H:49]([O:62][CH2:63][CH:64]([CH3:66])[CH3:65])[C@H:48]([CH3:67])[O:47][C:46]1=[O:68], predict the reaction product. The product is: [OH:1][C:2]1[C:3]([C:10]([NH:44][C@H:45]2[CH2:53][O:52][CH2:51][C@H:50]([CH2:54][C:55]3[CH:60]=[CH:59][C:58]([CH3:61])=[CH:57][CH:56]=3)[C@@H:49]([O:62][CH2:63][CH:64]([CH3:65])[CH3:66])[C@H:48]([CH3:67])[O:47][C:46]2=[O:68])=[O:12])=[N:4][CH:5]=[CH:6][C:7]=1[O:8][CH3:9].